Dataset: NCI-60 drug combinations with 297,098 pairs across 59 cell lines. Task: Regression. Given two drug SMILES strings and cell line genomic features, predict the synergy score measuring deviation from expected non-interaction effect. (1) Drug 1: COC1=CC(=CC(=C1O)OC)C2C3C(COC3=O)C(C4=CC5=C(C=C24)OCO5)OC6C(C(C7C(O6)COC(O7)C8=CC=CS8)O)O. Drug 2: CC1C(C(=O)NC(C(=O)N2CCCC2C(=O)N(CC(=O)N(C(C(=O)O1)C(C)C)C)C)C(C)C)NC(=O)C3=C4C(=C(C=C3)C)OC5=C(C(=O)C(=C(C5=N4)C(=O)NC6C(OC(=O)C(N(C(=O)CN(C(=O)C7CCCN7C(=O)C(NC6=O)C(C)C)C)C)C(C)C)C)N)C. Cell line: HCT-15. Synergy scores: CSS=53.1, Synergy_ZIP=1.65, Synergy_Bliss=3.72, Synergy_Loewe=2.88, Synergy_HSA=2.82. (2) Drug 1: CC1=C(N=C(N=C1N)C(CC(=O)N)NCC(C(=O)N)N)C(=O)NC(C(C2=CN=CN2)OC3C(C(C(C(O3)CO)O)O)OC4C(C(C(C(O4)CO)O)OC(=O)N)O)C(=O)NC(C)C(C(C)C(=O)NC(C(C)O)C(=O)NCCC5=NC(=CS5)C6=NC(=CS6)C(=O)NCCC[S+](C)C)O. Drug 2: C1=NC2=C(N1)C(=S)N=CN2. Cell line: MCF7. Synergy scores: CSS=34.4, Synergy_ZIP=-5.83, Synergy_Bliss=-2.10, Synergy_Loewe=-4.51, Synergy_HSA=0.266. (3) Drug 1: CC(C1=C(C=CC(=C1Cl)F)Cl)OC2=C(N=CC(=C2)C3=CN(N=C3)C4CCNCC4)N. Drug 2: CN1C(=O)N2C=NC(=C2N=N1)C(=O)N. Cell line: U251. Synergy scores: CSS=-2.34, Synergy_ZIP=-2.42, Synergy_Bliss=-7.01, Synergy_Loewe=-8.51, Synergy_HSA=-6.89. (4) Cell line: NCI/ADR-RES. Synergy scores: CSS=-4.68, Synergy_ZIP=2.73, Synergy_Bliss=-0.626, Synergy_Loewe=-4.22, Synergy_HSA=-5.44. Drug 2: C1CN(P(=O)(OC1)NCCCl)CCCl. Drug 1: CC1C(C(CC(O1)OC2CC(CC3=C2C(=C4C(=C3O)C(=O)C5=C(C4=O)C(=CC=C5)OC)O)(C(=O)CO)O)N)O.Cl.